This data is from Catalyst prediction with 721,799 reactions and 888 catalyst types from USPTO. The task is: Predict which catalyst facilitates the given reaction. (1) Reactant: [Cl:1][C:2]1[CH:21]=[CH:20][C:19]([C:22]2[C:23]([C:28]#N)=[N:24][CH:25]=[CH:26][CH:27]=2)=[CH:18][C:3]=1[C:4]([NH:6][CH2:7][C:8]12[CH2:17][CH:12]3[CH2:13][CH:14]([CH2:16][CH:10]([CH2:11]3)[CH2:9]1)[CH2:15]2)=[O:5].[OH-:30].[K+].[OH2:32]. Product: [Cl:1][C:2]1[CH:21]=[CH:20][C:19]([C:22]2[C:23]([C:28]([OH:32])=[O:30])=[N:24][CH:25]=[CH:26][CH:27]=2)=[CH:18][C:3]=1[C:4]([NH:6][CH2:7][C:8]12[CH2:17][CH:12]3[CH2:13][CH:14]([CH2:16][CH:10]([CH2:11]3)[CH2:9]1)[CH2:15]2)=[O:5]. The catalyst class is: 8. (2) Reactant: [C:1]1([SH:7])[CH:6]=[CH:5][CH:4]=[CH:3][CH:2]=1.[H-].[Na+].[Br:10][C:11](Br)([F:13])[F:12].O. Product: [Br:10][C:11]([S:7][C:1]1[CH:6]=[CH:5][CH:4]=[CH:3][CH:2]=1)([F:13])[F:12]. The catalyst class is: 3. (3) Reactant: [OH:1][C:2]1[CH:3]=[C:4]([CH:7]=[CH:8][CH:9]=1)[C:5]#[N:6].[CH3:10][CH2:11][CH2:12]Br.C(=O)([O-])[O-].[K+].[K+]. Product: [CH2:10]([O:1][C:2]1[CH:3]=[C:4]([CH:7]=[CH:8][CH:9]=1)[C:5]#[N:6])[CH2:11][CH3:12]. The catalyst class is: 131. (4) The catalyst class is: 11. Reactant: [CH3:1][O:2][C:3](=[O:15])[CH:4]([OH:14])[CH2:5][CH:6]1[CH2:11][CH2:10][N:9]([O:12][CH3:13])[CH2:8][CH2:7]1.[CH3:16][C:17]1[CH:22]=[C:21]([CH3:23])[CH:20]=[C:19]([CH3:24])[C:18]=1[CH2:25][C:26](Cl)=[O:27]. Product: [CH3:1][O:2][C:3](=[O:15])[CH:4]([O:14][C:26](=[O:27])[CH2:25][C:18]1[C:17]([CH3:16])=[CH:22][C:21]([CH3:23])=[CH:20][C:19]=1[CH3:24])[CH2:5][CH:6]1[CH2:7][CH2:8][N:9]([O:12][CH3:13])[CH2:10][CH2:11]1. (5) Reactant: [CH2:1]([C:4]1[C:12]2[O:11][N:10]=[C:9]([C:13]([F:16])([F:15])[F:14])[C:8]=2[CH:7]=[CH:6][C:5]=1[O:17][CH2:18][CH2:19][CH2:20][NH:21][CH2:22][CH3:23])[CH2:2][CH3:3].[CH2:24]([N:26]=[C:27]=[O:28])[CH3:25]. Product: [CH2:24]([NH:26][C:27](=[O:28])[N:21]([CH2:22][CH3:23])[CH2:20][CH2:19][CH2:18][O:17][C:5]1[CH:6]=[CH:7][C:8]2[C:9]([C:13]([F:15])([F:14])[F:16])=[N:10][O:11][C:12]=2[C:4]=1[CH2:1][CH2:2][CH3:3])[CH3:25]. The catalyst class is: 17. (6) Reactant: [CH2:1]([N:8]1[CH2:16][C:15]2[C:10](=[CH:11][CH:12]=[C:13]([O:17]C)[CH:14]=2)[CH2:9]1)[C:2]1[CH:7]=[CH:6][CH:5]=[CH:4][CH:3]=1. Product: [CH2:1]([N:8]1[CH2:16][C:15]2[C:10](=[CH:11][CH:12]=[C:13]([OH:17])[CH:14]=2)[CH2:9]1)[C:2]1[CH:3]=[CH:4][CH:5]=[CH:6][CH:7]=1. The catalyst class is: 201. (7) Reactant: C[O:2][C:3]1[CH:8]=[C:7]([O:9][CH3:10])[CH:6]=[CH:5][C:4]=1[C:11]([C:13]1[CH:18]=[CH:17][C:16]([F:19])=[CH:15][CH:14]=1)=[O:12].[I-].[Na+].[Al+3].[Cl-].[Cl-].[Cl-]. Product: [F:19][C:16]1[CH:15]=[CH:14][C:13]([C:11]([C:4]2[CH:5]=[CH:6][C:7]([O:9][CH3:10])=[CH:8][C:3]=2[OH:2])=[O:12])=[CH:18][CH:17]=1. The catalyst class is: 10.